From a dataset of Catalyst prediction with 721,799 reactions and 888 catalyst types from USPTO. Predict which catalyst facilitates the given reaction. (1) Product: [NH2:1][C:2]1[C:11]2[S:12][C:4]3[C:5]([NH:19][C:20]4[CH:25]=[CH:24][CH:23]=[C:22]([Br:26])[CH:21]=4)=[N:6][CH:7]=[N:8][C:9]=3[C:10]=2[CH:14]=[CH:13][CH:3]=1. The catalyst class is: 3. Reactant: [NH2:1][C:2]1[CH:3]=[C:4]2[C:9](=[C:10]3[C:14]4C=CC=C[C:13]=4[S:12][C:11]=13)[N:8]=[CH:7][N:6]=[C:5]2[NH:19][C:20]1[CH:25]=[CH:24][CH:23]=[C:22]([Br:26])[CH:21]=1.C(O)(=O)C=C.C(N(CC)CC)C.Cl.CN(C)CCCN=C=NCC. (2) Reactant: C[S:2]([C:4]1[CH:9]=[CH:8][C:7]([CH:10]2[O:15][CH2:14][CH2:13][CH2:12][O:11]2)=[CH:6][CH:5]=1)=O.N1C(C)=CC=CC=1C.C(OC(C(F)(F)F)=O)(C(F)(F)F)=O. Product: [O:11]1[CH2:12][CH2:13][CH2:14][O:15][CH:10]1[C:7]1[CH:8]=[CH:9][C:4]([SH:2])=[CH:5][CH:6]=1. The catalyst class is: 10. (3) Reactant: [CH3:1][C:2]1[C:3]([CH2:15][O:16][C:17]2[CH:22]=[CH:21][C:20]([C:23]3[C:27]([CH3:28])=[C:26]([C:29]([O:31]CC)=[O:30])[N:25]([CH3:34])[N:24]=3)=[CH:19][C:18]=2[CH3:35])=[C:4]([N:8]2[C:12](=[O:13])[N:11]([CH3:14])[N:10]=[N:9]2)[CH:5]=[CH:6][CH:7]=1.O1CCCC1.CO.[OH-].[Li+]. Product: [CH3:34][N:25]1[C:26]([C:29]([OH:31])=[O:30])=[C:27]([CH3:28])[C:23]([C:20]2[CH:21]=[CH:22][C:17]([O:16][CH2:15][C:3]3[C:4]([N:8]4[C:12](=[O:13])[N:11]([CH3:14])[N:10]=[N:9]4)=[CH:5][CH:6]=[CH:7][C:2]=3[CH3:1])=[C:18]([CH3:35])[CH:19]=2)=[N:24]1. The catalyst class is: 6. (4) Reactant: [NH2:1][CH2:2][CH2:3][C:4]([O:6][CH3:7])=[O:5].[C:8]1(=O)[CH2:12][CH2:11][CH2:10][CH2:9]1.C([O-])(=O)C.[Na+].C(O[BH-](OC(=O)C)OC(=O)C)(=O)C.[Na+].C(=O)(O)[O-].[Na+].[OH-].[Na+]. Product: [CH:8]1([NH:1][CH2:2][CH2:3][C:4]([O:6][CH3:7])=[O:5])[CH2:12][CH2:11][CH2:10][CH2:9]1. The catalyst class is: 2. (5) Product: [CH2:3]([NH:1][C@H:2]([CH2:10][OH:11])[CH2:3][C:4]1[CH:5]=[CH:6][CH:7]=[CH:8][CH:9]=1)[C:4]1[CH:9]=[CH:8][CH:7]=[CH:6][CH:5]=1. Reactant: [NH2:1][C@H:2]([CH2:10][OH:11])[CH2:3][C:4]1[CH:9]=[CH:8][CH:7]=[CH:6][CH:5]=1.[BH4-].[Na+]. The catalyst class is: 5. (6) Reactant: [N+:1]([O-:4])(O)=[O:2].[CH3:5][C:6]1[CH:15]=[C:14]2[C:9]([C:10]([OH:16])=[CH:11][CH:12]=[N:13]2)=[CH:8][CH:7]=1. Product: [CH3:5][C:6]1[CH:15]=[C:14]2[C:9]([C:10]([OH:16])=[C:11]([N+:1]([O-:4])=[O:2])[CH:12]=[N:13]2)=[CH:8][CH:7]=1. The catalyst class is: 796. (7) Reactant: [CH:1]1([CH:6]=[C:7]([C:18]2[NH:30][C:21]3=[N:22][CH:23]=[C:24]([O:26][CH2:27][CH2:28][OH:29])[CH:25]=[C:20]3[CH:19]=2)[C:8]2[CH:13]=[CH:12][C:11]([S:14]([CH3:17])(=[O:16])=[O:15])=[CH:10][CH:9]=2)[CH2:5][CH2:4][CH2:3][CH2:2]1. Product: [CH:1]1([CH2:6][CH:7]([C:18]2[NH:30][C:21]3=[N:22][CH:23]=[C:24]([O:26][CH2:27][CH2:28][OH:29])[CH:25]=[C:20]3[CH:19]=2)[C:8]2[CH:13]=[CH:12][C:11]([S:14]([CH3:17])(=[O:16])=[O:15])=[CH:10][CH:9]=2)[CH2:5][CH2:4][CH2:3][CH2:2]1. The catalyst class is: 43. (8) Reactant: C(OC(N1CCC(CO[C:16]2[CH:25]=[C:24]3[C:19]([C:20](OC4C=C5C(=CC=4)NC=C5C)=[N:21][CH:22]=[N:23]3)=[CH:18][C:17]=2OC)CC1)=O)(C)(C)C.C(O)(C(F)(F)F)=O. Product: [N:23]1[C:24]2[C:19](=[CH:18][CH:17]=[CH:16][CH:25]=2)[CH:20]=[N:21][CH:22]=1. The catalyst class is: 4.